This data is from Reaction yield outcomes from USPTO patents with 853,638 reactions. The task is: Predict the reaction yield, written as a fraction of the theoretical maximum amount of product (1.0 means a 100% yield; for example, 0.34 means a 34% yield). (1) The catalyst is C(#N)C. The yield is 0.700. The reactants are Br[CH2:2][CH2:3][C:4]([O:6][CH3:7])=[O:5].[NH:8]1[CH2:13][CH2:12][CH:11]([O:14][C:15](=[O:29])[NH:16][C:17]2[CH:22]=[CH:21][CH:20]=[CH:19][C:18]=2[C:23]2[CH:28]=[CH:27][CH:26]=[CH:25][CH:24]=2)[CH2:10][CH2:9]1.CCN(C(C)C)C(C)C. The product is [CH3:7][O:6][C:4](=[O:5])[CH2:3][CH2:2][N:8]1[CH2:9][CH2:10][CH:11]([O:14][C:15](=[O:29])[NH:16][C:17]2[CH:22]=[CH:21][CH:20]=[CH:19][C:18]=2[C:23]2[CH:28]=[CH:27][CH:26]=[CH:25][CH:24]=2)[CH2:12][CH2:13]1. (2) The reactants are [Cl:1][C:2]1[CH:3]=[CH:4][C:5]2[S:9][C:8]([S:10]([NH:13][C:14]3[CH:15]=[C:16]([CH:20]=[CH:21][CH:22]=3)[C:17]([OH:19])=[O:18])(=[O:12])=[O:11])=[C:7]([CH3:23])[C:6]=2[CH:24]=1.[CH3:25][O:26][CH2:27][CH2:28]O. No catalyst specified. The product is [Cl:1][C:2]1[CH:3]=[CH:4][C:5]2[S:9][C:8]([S:10]([NH:13][C:14]3[CH:15]=[C:16]([CH:20]=[CH:21][CH:22]=3)[C:17]([O:19][CH2:28][CH2:27][O:26][CH3:25])=[O:18])(=[O:12])=[O:11])=[C:7]([CH3:23])[C:6]=2[CH:24]=1. The yield is 0.700. (3) The reactants are Br[CH2:2][C:3]1[O:4][C:5]2[CH:11]=[CH:10][C:9]([I:12])=[CH:8][C:6]=2[CH:7]=1.[C:13]1([OH:19])[CH:18]=[CH:17][CH:16]=[CH:15][CH:14]=1.C(=O)([O-])[O-].[K+].[K+].[Na+].[Cl-]. The catalyst is CN(C)C=O. The product is [I:12][C:9]1[CH:10]=[CH:11][C:5]2[O:4][C:3]([CH2:2][O:19][C:13]3[CH:18]=[CH:17][CH:16]=[CH:15][CH:14]=3)=[CH:7][C:6]=2[CH:8]=1. The yield is 0.900. (4) The reactants are [CH3:1][O:2][C:3](=[O:32])[CH2:4][O:5][C:6]1[CH:14]=[C:13]2[CH2:15][CH2:16][CH2:17][C:12]2=[C:11]2[C:7]=1[CH:8]=[C:9]([CH3:31])[N:10]2[CH2:18][C:19]1[CH:24]=[CH:23][CH:22]=[CH:21][C:20]=1[C:25]1[S:26][C:27]([Br:30])=[CH:28][CH:29]=1.CC1[NH:35]C2C(C=1)=C(OC)C=C1CCCC=21.[H-].[Na+].BrC1SC(C2C=CC=CC=2CBr)=CC=1.B(Br)(Br)Br.[C:68](=[O:71])(O)[O-].[Na+].[C:73](=[O:76])([O-])[O-].[Cs+].[Cs+].BrCC(OC)=O. The catalyst is CN(C)C=O.O.CO. The product is [CH3:1][O:2][C:3](=[O:32])[CH2:4][O:5][C:6]1[CH:14]=[C:13]2[CH2:15][CH2:16][CH2:17][C:12]2=[C:11]2[C:7]=1[C:8]([C:68](=[O:71])[C:73]([NH2:35])=[O:76])=[C:9]([CH3:31])[N:10]2[CH2:18][C:19]1[CH:24]=[CH:23][CH:22]=[CH:21][C:20]=1[C:25]1[S:26][C:27]([Br:30])=[CH:28][CH:29]=1. The yield is 0.140.